This data is from Forward reaction prediction with 1.9M reactions from USPTO patents (1976-2016). The task is: Predict the product of the given reaction. (1) Given the reactants [CH2:1]([O:8][C:9]1[CH:14]=[C:13]([O:15][CH2:16][C:17]2[CH:22]=[CH:21][CH:20]=[CH:19][CH:18]=2)[C:12]([CH:23]([CH3:25])[CH3:24])=[CH:11][C:10]=1[C:26]1[O:30][N:29]=[C:28]([C:31]([NH:33][CH2:34][CH3:35])=[O:32])[C:27]=1I)[C:2]1[CH:7]=[CH:6][CH:5]=[CH:4][CH:3]=1.C([Sn](CCCC)(CCCC)[C:42]1[O:46][N:45]=[C:44]([C:47]([O:49][CH2:50][CH3:51])=[O:48])[CH:43]=1)CCC, predict the reaction product. The product is: [CH2:1]([O:8][C:9]1[CH:14]=[C:13]([O:15][CH2:16][C:17]2[CH:22]=[CH:21][CH:20]=[CH:19][CH:18]=2)[C:12]([CH:23]([CH3:25])[CH3:24])=[CH:11][C:10]=1[C:26]1[O:30][N:29]=[C:28]([C:31](=[O:32])[NH:33][CH2:34][CH3:35])[C:27]=1[C:42]1[O:46][N:45]=[C:44]([C:47]([O:49][CH2:50][CH3:51])=[O:48])[CH:43]=1)[C:2]1[CH:7]=[CH:6][CH:5]=[CH:4][CH:3]=1. (2) Given the reactants [NH2:1][C:2]1[CH:11]=[CH:10][C:5]([C:6]([O:8][CH3:9])=[O:7])=[CH:4][CH:3]=1.Cl[C:13]1[N:18]=[C:17]([C:19]2[CH:38]=[CH:37][C:22]([O:23][CH:24]3[CH2:29][CH2:28][N:27]([C:30]([O:32][C:33]([CH3:36])([CH3:35])[CH3:34])=[O:31])[CH2:26][CH2:25]3)=[C:21]([C:39]#[N:40])[CH:20]=2)[CH:16]=[CH:15][N:14]=1, predict the reaction product. The product is: [C:39]([C:21]1[CH:20]=[C:19]([C:17]2[CH:16]=[CH:15][N:14]=[C:13]([NH:1][C:2]3[CH:3]=[CH:4][C:5]([C:6]([O:8][CH3:9])=[O:7])=[CH:10][CH:11]=3)[N:18]=2)[CH:38]=[CH:37][C:22]=1[O:23][CH:24]1[CH2:25][CH2:26][N:27]([C:30]([O:32][C:33]([CH3:36])([CH3:35])[CH3:34])=[O:31])[CH2:28][CH2:29]1)#[N:40]. (3) The product is: [N:18]1[N:19]2[CH:24]=[CH:23][CH:22]=[N:21][C:20]2=[C:16]([C:9]2[CH:10]=[CH:11][C:6]([C:4]([O:3][CH2:1][CH3:2])=[O:5])=[CH:7][CH:8]=2)[CH:17]=1. Given the reactants [CH2:1]([O:3][C:4]([C:6]1[CH:11]=[CH:10][C:9](B(O)O)=[CH:8][CH:7]=1)=[O:5])[CH3:2].Br[C:16]1[CH:17]=[N:18][N:19]2[CH:24]=[CH:23][CH:22]=[N:21][C:20]=12.C(Cl)Cl.C([O-])([O-])=O.[Cs+].[Cs+], predict the reaction product. (4) Given the reactants FC(F)(F)C(O)=O.[F:8][C:9]1[C:14]([F:15])=[CH:13][CH:12]=[CH:11][C:10]=1[C@H:16]1[CH2:22][N:21]2[C:23]([C:26]([OH:29])([CH3:28])[CH3:27])=[CH:24][N:25]=[C:20]2[C@H:19]([NH:30]C(=O)OC(C)(C)C)[CH2:18][CH2:17]1.C(=O)(O)[O-].[Na+], predict the reaction product. The product is: [NH2:30][C@@H:19]1[CH2:18][CH2:17][C@@H:16]([C:10]2[CH:11]=[CH:12][CH:13]=[C:14]([F:15])[C:9]=2[F:8])[CH2:22][N:21]2[C:23]([C:26]([OH:29])([CH3:27])[CH3:28])=[CH:24][N:25]=[C:20]12. (5) Given the reactants [CH:1]([O-:3])=[O:2].[Li+].CC[N:7]([CH:11](C)C)[CH:8]([CH3:10])C.CC(OC(C)=O)=O.[CH3:21][N:22](C=O)C, predict the reaction product. The product is: [N:7]1[CH:8]=[C:10]([C:1]([OH:3])=[O:2])[CH:21]=[N:22][CH:11]=1.